Dataset: Reaction yield outcomes from USPTO patents with 853,638 reactions. Task: Predict the reaction yield, written as a fraction of the theoretical maximum amount of product (1.0 means a 100% yield; for example, 0.34 means a 34% yield). (1) The reactants are [C:1]([OH:10])(=[O:9])[C:2]1[C:3](=[CH:5][CH:6]=[CH:7][CH:8]=1)[OH:4].C(=O)([O-])[O-].[K+].[K+].S(OCC)(O[CH2:21][CH3:22])(=O)=O.[CH3:26][C:27](C)=O. No catalyst specified. The product is [CH2:21]([O:4][C:3]1[CH:5]=[CH:6][CH:7]=[CH:8][C:2]=1[C:1]([O:10][CH2:26][CH3:27])=[O:9])[CH3:22]. The yield is 0.800. (2) The product is [Br:1][C:2]1[CH:3]=[CH:4][C:5]([O:8][C:9]2[CH:10]=[C:11]([CH:12]=[CH:13][CH:14]=2)[CH2:15][P:20](=[O:24])([O:21][CH2:22][CH3:23])[O:19][CH2:17][CH3:18])=[N:6][CH:7]=1. The reactants are [Br:1][C:2]1[CH:3]=[CH:4][C:5]([O:8][C:9]2[CH:14]=[CH:13][CH:12]=[C:11]([CH2:15]Cl)[CH:10]=2)=[N:6][CH:7]=1.[CH2:17]([O:19][P:20]([O:24]CC)[O:21][CH2:22][CH3:23])[CH3:18]. The catalyst is CCCCCCC. The yield is 0.810.